Task: Regression. Given two drug SMILES strings and cell line genomic features, predict the synergy score measuring deviation from expected non-interaction effect.. Dataset: NCI-60 drug combinations with 297,098 pairs across 59 cell lines (1) Drug 1: CN(C)N=NC1=C(NC=N1)C(=O)N. Drug 2: COC1=C2C(=CC3=C1OC=C3)C=CC(=O)O2. Cell line: HCT116. Synergy scores: CSS=-2.12, Synergy_ZIP=-0.598, Synergy_Bliss=-2.84, Synergy_Loewe=-2.92, Synergy_HSA=-2.29. (2) Drug 1: C1=CC(=CC=C1CC(C(=O)O)N)N(CCCl)CCCl.Cl. Drug 2: C1=NC2=C(N=C(N=C2N1C3C(C(C(O3)CO)O)F)Cl)N. Cell line: HS 578T. Synergy scores: CSS=11.7, Synergy_ZIP=-4.10, Synergy_Bliss=-2.93, Synergy_Loewe=-7.79, Synergy_HSA=-4.60.